Dataset: Full USPTO retrosynthesis dataset with 1.9M reactions from patents (1976-2016). Task: Predict the reactants needed to synthesize the given product. (1) The reactants are: [OH:1][C:2]1[CH:3]=[C:4]([CH:7]=[C:8]([OH:10])[CH:9]=1)[C:5]#[N:6].C(=O)([O-])[O-].[K+].[K+].Cl[CH2:18][C:19]([O:21][CH2:22][CH3:23])=[O:20]. Given the product [C:5]([C:4]1[CH:3]=[C:2]([CH:9]=[C:8]([OH:10])[CH:7]=1)[O:1][CH2:18][C:19]([O:21][CH2:22][CH3:23])=[O:20])#[N:6], predict the reactants needed to synthesize it. (2) Given the product [F:23][C:21]1[CH:20]=[CH:19][C:18]([O:24][CH3:25])=[C:17]([C:13]2[CH:14]=[CH:15][CH:16]=[C:11]([N:9]3[CH:10]=[C:6]([C:4]([C:28]4[C:33]([CH3:34])=[CH:32][CH:31]=[CH:30][N:29]=4)=[O:5])[N:7]=[CH:8]3)[CH:12]=2)[CH:22]=1, predict the reactants needed to synthesize it. The reactants are: CON(C)[C:4]([C:6]1[N:7]=[CH:8][N:9]([C:11]2[CH:12]=[C:13]([C:17]3[CH:22]=[C:21]([F:23])[CH:20]=[CH:19][C:18]=3[O:24][CH3:25])[CH:14]=[CH:15][CH:16]=2)[CH:10]=1)=[O:5].Br[C:28]1[C:33]([CH3:34])=[CH:32][CH:31]=[CH:30][N:29]=1. (3) Given the product [OH:2][C@@H:3]1[CH2:8][CH2:7][CH2:6][N:5]([C:15]([C:11]2[CH:12]=[N:13][O:14][C:10]=2[CH3:9])=[O:16])[CH2:4]1, predict the reactants needed to synthesize it. The reactants are: Cl.[OH:2][C@@H:3]1[CH2:8][CH2:7][CH2:6][NH:5][CH2:4]1.[CH3:9][C:10]1[O:14][N:13]=[CH:12][C:11]=1[C:15](O)=[O:16].